Dataset: Catalyst prediction with 721,799 reactions and 888 catalyst types from USPTO. Task: Predict which catalyst facilitates the given reaction. (1) Reactant: [OH:1][C:2]1[CH:3]=[C:4]2[C:8](=[CH:9][CH:10]=1)[CH2:7][C@H:6]([NH:11][S:12]([CH:15]([CH3:17])[CH3:16])(=[O:14])=[O:13])[CH2:5]2.[C:31]1(P([C:31]2[CH:36]=[CH:35][CH:34]=[CH:33][CH:32]=2)[C:31]2[CH:36]=[CH:35][CH:34]=[CH:33][CH:32]=2)[CH:36]=[CH:35][CH:34]=[CH:33][CH:32]=1.CC(O[C:41](/[N:43]=N/C(OC(C)C)=O)=O)C. Product: [N:43]1[CH:32]=[CH:33][CH:34]=[C:35]([CH2:36][CH2:31][O:1][C:2]2[CH:3]=[C:4]3[C:8](=[CH:9][CH:10]=2)[CH2:7][C@H:6]([NH:11][S:12]([CH:15]([CH3:17])[CH3:16])(=[O:14])=[O:13])[CH2:5]3)[CH:41]=1. The catalyst class is: 4. (2) Reactant: NC1C=[CH:6][C:5]([OH:8])=CC=1[N+]([O-])=O.[OH:12][CH2:13]CN1CCOCC1.C1(P(C2C=CC=CC=2)C2C=CC=CC=2)C=CC=CC=1.[N:40]([C:47]([O:49][CH2:50][CH3:51])=[O:48])=[N:41]C(OCC)=O. Product: [N:40]([C:13]([O:8][CH2:5][CH3:6])=[O:12])([C:47]([O:49][CH2:50][CH3:51])=[O:48])[NH2:41]. The catalyst class is: 13. (3) Reactant: [CH3:1][O:2][C:3]1[CH:8]=[CH:7][C:6]([CH2:9][C:10]#[N:11])=[CH:5][CH:4]=1.Br[CH2:13][CH2:14][CH2:15][CH2:16][CH2:17]Br.[H-].[Na+].C1C=CC=CC=1. Product: [CH3:1][O:2][C:3]1[CH:8]=[CH:7][C:6]([C:9]2([C:10]#[N:11])[CH2:17][CH2:16][CH2:15][CH2:14][CH2:13]2)=[CH:5][CH:4]=1. The catalyst class is: 9. (4) Reactant: [Br:1][C:2]1[CH:3]=[CH:4][C:5](O)=[C:6]([C:8]2[CH:17]=[CH:16][C:15]3[C:10](=[CH:11][CH:12]=[C:13]([C:18]4[N:22]([CH:23]5[CH2:28][CH2:27][CH2:26][CH2:25][CH2:24]5)[C:21]5[CH:29]=[CH:30][C:31]([C:33]([OH:35])=[O:34])=[CH:32][C:20]=5[N:19]=4)[CH:14]=3)[N:9]=2)[CH:7]=1.C(OC(C1C=CC2N(C3CCCCC3)C(C3C=CC(N)=C(C=O)C=3)=NC=2C=1)=O)C.BrC1C=C(C(=O)C)C=CC=1.[OH-].[K+]. Product: [Br:1][C:2]1[CH:7]=[C:6]([C:8]2[CH:17]=[CH:16][C:15]3[C:10](=[CH:11][CH:12]=[C:13]([C:18]4[N:22]([CH:23]5[CH2:24][CH2:25][CH2:26][CH2:27][CH2:28]5)[C:21]5[CH:29]=[CH:30][C:31]([C:33]([OH:35])=[O:34])=[CH:32][C:20]=5[N:19]=4)[CH:14]=3)[N:9]=2)[CH:5]=[CH:4][CH:3]=1. The catalyst class is: 8. (5) Reactant: [C:1]([O:5][C:6]([N:8]1[CH2:11][CH:10]([O:12][C:13]2[C:14]3[CH2:22][N:21](CC4C=CC=CC=4)[CH2:20][CH2:19][C:15]=3[N:16]=[CH:17][N:18]=2)[CH2:9]1)=[O:7])([CH3:4])([CH3:3])[CH3:2].C([O-])=O.[NH4+]. Product: [C:1]([O:5][C:6]([N:8]1[CH2:11][CH:10]([O:12][C:13]2[C:14]3[CH2:22][NH:21][CH2:20][CH2:19][C:15]=3[N:16]=[CH:17][N:18]=2)[CH2:9]1)=[O:7])([CH3:4])([CH3:2])[CH3:3]. The catalyst class is: 105. (6) Reactant: [Cl:1][C:2]1[N:3]=[N:4][C:5]([Cl:8])=[CH:6][CH:7]=1.ClC1=C(Cl)C(OC1=O)=[O:13].OO.NC(N)=O.S([O-])([O-])=O.[Na+].[Na+]. Product: [Cl:1][C:2]1[N:3]=[N+:4]([O-:13])[C:5]([Cl:8])=[CH:6][CH:7]=1. The catalyst class is: 26. (7) Reactant: [C:1]1([C:12]2[CH:17]=[CH:16][CH:15]=[CH:14][CH:13]=2)[CH:6]=[CH:5][C:4]([C:7]2([C:10]#N)[CH2:9][CH2:8]2)=[CH:3][CH:2]=1.[OH-:18].[K+].C(O)C[OH:22]. Product: [C:1]1([C:12]2[CH:17]=[CH:16][CH:15]=[CH:14][CH:13]=2)[CH:6]=[CH:5][C:4]([C:7]2([C:10]([OH:22])=[O:18])[CH2:9][CH2:8]2)=[CH:3][CH:2]=1. The catalyst class is: 6.